This data is from Full USPTO retrosynthesis dataset with 1.9M reactions from patents (1976-2016). The task is: Predict the reactants needed to synthesize the given product. (1) Given the product [CH3:16][O:17][C:18](=[O:28])[CH:19]([CH2:20][C:21]([N:30]1[CH2:31][CH2:32][C:33]2[C:38](=[CH:37][CH:36]=[CH:35][CH:34]=2)[CH2:29]1)=[O:23])[CH2:24][CH:25]([CH3:27])[CH3:26], predict the reactants needed to synthesize it. The reactants are: ClC(OCC(C)C)=O.CN1CCOCC1.[CH3:16][O:17][C:18](=[O:28])[C@H:19]([CH2:24][CH:25]([CH3:27])[CH3:26])[CH2:20][C:21]([OH:23])=O.[CH2:29]1[C:38]2[C:33](=[CH:34][CH:35]=[CH:36][CH:37]=2)[CH2:32][CH2:31][NH:30]1.[Cl-].[Na+]. (2) Given the product [CH3:31][C:28]([CH3:29])([CH3:30])[C:27]#[C:26][C:7]1[S:6][C:5]([C:3]([OH:56])=[O:4])=[C:9]([N:10]([C:17]([CH:19]2[CH2:24][CH2:23][CH:22]([CH3:25])[CH2:21][CH2:20]2)=[O:18])[CH:11]2[CH2:12][CH2:13][N:14]([C:51]([C:37]3[CH:38]=[N:33][CH:34]=[CH:35][CH:36]=3)=[O:52])[CH2:15][CH2:16]2)[CH:8]=1, predict the reactants needed to synthesize it. The reactants are: CO[C:3]([C:5]1[S:6][C:7]([C:26]#[C:27][C:28]([CH3:31])([CH3:30])[CH3:29])=[CH:8][C:9]=1[N:10]([C:17]([CH:19]1[CH2:24][CH2:23][CH:22]([CH3:25])[CH2:21][CH2:20]1)=[O:18])[CH:11]1[CH2:16][CH2:15][NH:14][CH2:13][CH2:12]1)=[O:4].Cl.[N:33]1[CH:38]=[CH:37][CH:36]=[CH:35][C:34]=1C(Cl)=O.CCN(C(C)C)C(C)C.[C:51]([O-])(O)=[O:52].[Na+].[OH-:56].[Li+]. (3) Given the product [Cl:27][C:28]1[CH:33]=[CH:32][C:31]([O:34][C:13]2[C:12]([F:15])=[CH:11][C:10]([S:16]([O:24][C:21]3[CH:32]=[CH:33][C:28]([Cl:27])=[CH:29][CH:30]=3)(=[O:18])=[O:19])=[C:9]([F:20])[CH:8]=2)=[C:30]([C:35]2[N:40]3[CH:41]=[CH:42][N:43]=[C:39]3[CH:38]=[CH:37][CH:36]=2)[CH:29]=1, predict the reactants needed to synthesize it. The reactants are: ClC1C=CC([C:8]2[C:9]([F:20])=[C:10]([S:16]([O-:19])(=[O:18])=O)[CH:11]=[C:12]([F:15])[C:13]=2F)=CC=1.[C:21](=[O:24])([O-])[O-].[K+].[K+].[Cl:27][C:28]1[CH:33]=[CH:32][C:31]([OH:34])=[C:30]([C:35]2[N:40]3[CH:41]=[CH:42][N:43]=[C:39]3[CH:38]=[CH:37][CH:36]=2)[CH:29]=1.